Task: Predict the product of the given reaction.. Dataset: Forward reaction prediction with 1.9M reactions from USPTO patents (1976-2016) (1) Given the reactants C([BH-](C(CC)C)C(CC)C)(CC)C.[Li+].[Si:15]([O:32][C@H:33]([CH3:53])[C@H:34]([N:44]1[CH2:49][C@H:48]([CH3:50])[O:47][C:46](=[O:51])[C:45]1=[O:52])[C:35]1[CH:40]=[C:39]([F:41])[C:38]([F:42])=[C:37]([F:43])[CH:36]=1)([C:28]([CH3:31])([CH3:30])[CH3:29])([C:22]1[CH:27]=[CH:26][CH:25]=[CH:24][CH:23]=1)[C:16]1[CH:21]=[CH:20][CH:19]=[CH:18][CH:17]=1.[OH-].[Na+].OO.S(=O)(O)[O-].[Na+], predict the reaction product. The product is: [Si:15]([O:32][C@H:33]([CH3:53])[C@H:34]([N:44]1[CH2:49][C@H:48]([CH3:50])[O:47][CH:46]([OH:51])[C:45]1=[O:52])[C:35]1[CH:40]=[C:39]([F:41])[C:38]([F:42])=[C:37]([F:43])[CH:36]=1)([C:28]([CH3:29])([CH3:31])[CH3:30])([C:22]1[CH:23]=[CH:24][CH:25]=[CH:26][CH:27]=1)[C:16]1[CH:21]=[CH:20][CH:19]=[CH:18][CH:17]=1. (2) Given the reactants [N:1]1[N:5]2[CH:6]=[CH:7][CH:8]=[N:9][C:4]2=[C:3]([C:10]([OH:12])=O)[CH:2]=1.[NH2:13][C:14]1[CH:15]=[N:16][N:17](COCC[Si](C)(C)C)[C:18]=1[C:19]1[C:20]([O:27][CH3:28])=[N:21][CH:22]=[C:23]([CH:26]=1)[C:24]#[N:25].ClC1(OC)N=C(OC)N=CN1.CN1CCOCC1, predict the reaction product. The product is: [C:24]([C:23]1[CH:26]=[C:19]([C:18]2[C:14]([NH:13][C:10]([C:3]3[CH:2]=[N:1][N:5]4[CH:6]=[CH:7][CH:8]=[N:9][C:4]=34)=[O:12])=[CH:15][NH:16][N:17]=2)[C:20]([O:27][CH3:28])=[N:21][CH:22]=1)#[N:25]. (3) The product is: [CH2:23]([C:25]1[N:30]=[C:29]([NH:31][C:1]([N:13]2[CH2:14][CH2:15][N:11]([CH:8]3[CH2:7][CH2:6][O:5][CH2:10][CH2:9]3)[C:12]2=[O:16])=[O:2])[CH:28]=[CH:27][C:26]=1[O:32][C:33]1[CH:38]=[CH:37][N:36]=[C:35]([C:39]2[CH:40]=[N:41][N:42]([CH3:44])[CH:43]=2)[CH:34]=1)[CH3:24]. Given the reactants [C:1](Cl)(Cl)=[O:2].[O:5]1[CH2:10][CH2:9][CH:8]([N:11]2[CH2:15][CH2:14][NH:13][C:12]2=[O:16])[CH2:7][CH2:6]1.N1C=CC=CC=1.[CH2:23]([C:25]1[N:30]=[C:29]([NH2:31])[CH:28]=[CH:27][C:26]=1[O:32][C:33]1[CH:38]=[CH:37][N:36]=[C:35]([C:39]2[CH:40]=[N:41][N:42]([CH3:44])[CH:43]=2)[CH:34]=1)[CH3:24], predict the reaction product.